From a dataset of Catalyst prediction with 721,799 reactions and 888 catalyst types from USPTO. Predict which catalyst facilitates the given reaction. (1) Reactant: [CH3:1][O:2][C:3]([C:5]1[C:10]([NH2:11])=[N:9][C:8]([NH2:12])=[C:7](Cl)[N:6]=1)=[O:4].C(O)=O.C(N(CC)CC)C. Product: [CH3:1][O:2][C:3]([C:5]1[C:10]([NH2:11])=[N:9][C:8]([NH2:12])=[CH:7][N:6]=1)=[O:4]. The catalyst class is: 602. (2) Reactant: C([O:4][C:5]1[CH:6]=[CH:7][C:8]2[C:17]3[C:12](=[C:13]4[CH:21]=[CH:20][CH:19]=[C:18]([O:22]C(=O)C)[C:14]4=[CH:15][CH:16]=3)[O:11][CH2:10][C:9]=2[CH:26]=1)(=O)C.C1C(=O)N([Cl:34])C(=O)C1. Product: [Cl:34][C:15]1[C:14]2=[C:18]([OH:22])[CH:19]=[CH:20][CH:21]=[C:13]2[C:12]2[O:11][CH2:10][C:9]3[CH:26]=[C:5]([OH:4])[CH:6]=[CH:7][C:8]=3[C:17]=2[CH:16]=1. The catalyst class is: 3. (3) Reactant: [OH:1][CH:2]1[CH2:7][CH2:6][N:5]([C:8]([O:10][C:11]([CH3:14])([CH3:13])[CH3:12])=[O:9])[CH2:4][CH2:3]1.[C:15]1([CH3:25])[CH:20]=[CH:19][C:18]([S:21](Cl)(=[O:23])=[O:22])=[CH:17][CH:16]=1. Product: [C:15]1([CH3:25])[CH:20]=[CH:19][C:18]([S:21]([O:1][CH:2]2[CH2:3][CH2:4][N:5]([C:8]([O:10][C:11]([CH3:14])([CH3:13])[CH3:12])=[O:9])[CH2:6][CH2:7]2)(=[O:23])=[O:22])=[CH:17][CH:16]=1. The catalyst class is: 17. (4) The catalyst class is: 3. Reactant: [F:1][C:2]1[CH:7]=[C:6]([I:8])[CH:5]=[CH:4][C:3]=1[NH:9][C:10]1[C:15]([N+:16]([O-:18])=[O:17])=[CH:14][NH:13][C:12](=[O:19])[CH:11]=1.[H-].[Na+].[CH3:22]I.O. Product: [F:1][C:2]1[CH:7]=[C:6]([I:8])[CH:5]=[CH:4][C:3]=1[NH:9][C:10]1[C:15]([N+:16]([O-:18])=[O:17])=[CH:14][N:13]([CH3:22])[C:12](=[O:19])[CH:11]=1. (5) Reactant: C(N(CC)CC)C.C(OC(OC(C)(C)C)=O)(OC(C)(C)C)=O.[C:23]([OH:26])(=[O:25])[CH3:24].C([O:29][C:30]([C:32]1[CH:33]=[N:34][NH:35][C:36]=1[N:37]1[C:41](=[O:42])[NH:40][C:39]([CH:43]([NH:55][C:56]2[CH:61]=[CH:60][C:59]([C:62](=[NH:64])[NH2:63])=[CH:58][CH:57]=2)[C:44]2[CH:49]=[C:48]([O:50][CH3:51])[C:47]([O:52][CH3:53])=[CH:46][C:45]=2[F:54])=[N:38]1)=[O:31])C. Product: [C:23]([OH:26])(=[O:25])[CH3:24].[C:62]([C:59]1[CH:58]=[CH:57][C:56]([NH:55][CH:43]([C:44]2[CH:49]=[C:48]([O:50][CH3:51])[C:47]([O:52][CH3:53])=[CH:46][C:45]=2[F:54])[C:39]2[NH:40][C:41](=[O:42])[N:37]([C:36]3[NH:35][N:34]=[CH:33][C:32]=3[C:30]([OH:31])=[O:29])[N:38]=2)=[CH:61][CH:60]=1)(=[NH:63])[NH2:64]. The catalyst class is: 594.